This data is from Reaction yield outcomes from USPTO patents with 853,638 reactions. The task is: Predict the reaction yield, written as a fraction of the theoretical maximum amount of product (1.0 means a 100% yield; for example, 0.34 means a 34% yield). The reactants are Cl[C:2]1[C:3]2[CH:17]=[CH:16][C:15](=[O:18])[N:14]([C:19]3[C:24]([F:25])=[CH:23][CH:22]=[CH:21][C:20]=3[F:26])[C:4]=2[N:5]=[C:6]([NH:8][CH:9]([CH2:12][OH:13])[CH2:10][OH:11])[N:7]=1.[CH3:27][S:28][C:29]1[CH:34]=[CH:33][CH:32]=[CH:31][C:30]=1B(O)O.C([O-])([O-])=O.[K+].[K+]. The catalyst is O1CCOCC1.O.C1C=CC([P]([Pd]([P](C2C=CC=CC=2)(C2C=CC=CC=2)C2C=CC=CC=2)([P](C2C=CC=CC=2)(C2C=CC=CC=2)C2C=CC=CC=2)[P](C2C=CC=CC=2)(C2C=CC=CC=2)C2C=CC=CC=2)(C2C=CC=CC=2)C2C=CC=CC=2)=CC=1. The product is [CH3:27][S:28][C:29]1[CH:34]=[CH:33][CH:32]=[CH:31][C:30]=1[C:2]1[C:3]2[CH:17]=[CH:16][C:15](=[O:18])[N:14]([C:19]3[C:24]([F:25])=[CH:23][CH:22]=[CH:21][C:20]=3[F:26])[C:4]=2[N:5]=[C:6]([NH:8][CH:9]([CH2:12][OH:13])[CH2:10][OH:11])[N:7]=1. The yield is 0.890.